Dataset: Peptide-MHC class II binding affinity with 134,281 pairs from IEDB. Task: Regression. Given a peptide amino acid sequence and an MHC pseudo amino acid sequence, predict their binding affinity value. This is MHC class II binding data. (1) The peptide sequence is GALQIVDKIDAAFKI. The MHC is DRB1_0404 with pseudo-sequence DRB1_0404. The binding affinity (normalized) is 0.597. (2) The peptide sequence is EAKYDAYVATVSEAL. The MHC is HLA-DPA10201-DPB10101 with pseudo-sequence HLA-DPA10201-DPB10101. The binding affinity (normalized) is 0.425. (3) The peptide sequence is SQDLELSWTLNGLQAY. The MHC is DRB1_1302 with pseudo-sequence DRB1_1302. The binding affinity (normalized) is 0.469. (4) The peptide sequence is PRTKYTATISGLKPG. The MHC is HLA-DQA10401-DQB10402 with pseudo-sequence HLA-DQA10401-DQB10402. The binding affinity (normalized) is 0.0798. (5) The peptide sequence is RHYLHTLWKAGILYK. The MHC is DRB1_1201 with pseudo-sequence DRB1_1201. The binding affinity (normalized) is 0.538. (6) The peptide sequence is IQDLEKYVEDTKIDL. The MHC is DRB1_0701 with pseudo-sequence DRB1_0701. The binding affinity (normalized) is 0.474. (7) The peptide sequence is YQNPTTYISVGTSTLNQ. The MHC is DRB4_0101 with pseudo-sequence DRB4_0103. The binding affinity (normalized) is 0.147. (8) The MHC is DRB3_0202 with pseudo-sequence DRB3_0202. The binding affinity (normalized) is 0. The peptide sequence is ADEEQQQALSSQMGF.